Dataset: NCI-60 drug combinations with 297,098 pairs across 59 cell lines. Task: Regression. Given two drug SMILES strings and cell line genomic features, predict the synergy score measuring deviation from expected non-interaction effect. (1) Synergy scores: CSS=3.82, Synergy_ZIP=-0.429, Synergy_Bliss=1.73, Synergy_Loewe=0.878, Synergy_HSA=1.34. Drug 1: CCCCCOC(=O)NC1=NC(=O)N(C=C1F)C2C(C(C(O2)C)O)O. Drug 2: C1=NNC2=C1C(=O)NC=N2. Cell line: UACC62. (2) Drug 1: C1CC(C1)(C(=O)O)C(=O)O.[NH2-].[NH2-].[Pt+2]. Drug 2: C(=O)(N)NO. Cell line: KM12. Synergy scores: CSS=-3.00, Synergy_ZIP=0.109, Synergy_Bliss=-3.36, Synergy_Loewe=-7.19, Synergy_HSA=-6.82. (3) Drug 2: CC12CCC3C(C1CCC2OP(=O)(O)O)CCC4=C3C=CC(=C4)OC(=O)N(CCCl)CCCl.[Na+]. Synergy scores: CSS=6.77, Synergy_ZIP=-2.85, Synergy_Bliss=-3.70, Synergy_Loewe=-3.94, Synergy_HSA=-3.56. Drug 1: CCCCCOC(=O)NC1=NC(=O)N(C=C1F)C2C(C(C(O2)C)O)O. Cell line: U251. (4) Drug 1: C1=NC(=NC(=O)N1C2C(C(C(O2)CO)O)O)N. Drug 2: CCC1(CC2CC(C3=C(CCN(C2)C1)C4=CC=CC=C4N3)(C5=C(C=C6C(=C5)C78CCN9C7C(C=CC9)(C(C(C8N6C)(C(=O)OC)O)OC(=O)C)CC)OC)C(=O)OC)O.OS(=O)(=O)O. Cell line: DU-145. Synergy scores: CSS=5.17, Synergy_ZIP=-0.192, Synergy_Bliss=2.56, Synergy_Loewe=1.84, Synergy_HSA=1.38. (5) Drug 1: C1C(C(OC1N2C=C(C(=O)NC2=O)F)CO)O. Drug 2: CC1CCC2CC(C(=CC=CC=CC(CC(C(=O)C(C(C(=CC(C(=O)CC(OC(=O)C3CCCCN3C(=O)C(=O)C1(O2)O)C(C)CC4CCC(C(C4)OC)O)C)C)O)OC)C)C)C)OC. Cell line: OVCAR3. Synergy scores: CSS=-5.44, Synergy_ZIP=0.0322, Synergy_Bliss=2.67, Synergy_Loewe=-8.84, Synergy_HSA=-5.56. (6) Drug 1: CC(C1=C(C=CC(=C1Cl)F)Cl)OC2=C(N=CC(=C2)C3=CN(N=C3)C4CCNCC4)N. Drug 2: CC1=C(C(=O)C2=C(C1=O)N3CC4C(C3(C2COC(=O)N)OC)N4)N. Cell line: RPMI-8226. Synergy scores: CSS=16.2, Synergy_ZIP=-7.08, Synergy_Bliss=-2.53, Synergy_Loewe=-23.4, Synergy_HSA=-6.77. (7) Drug 1: CCC1(CC2CC(C3=C(CCN(C2)C1)C4=CC=CC=C4N3)(C5=C(C=C6C(=C5)C78CCN9C7C(C=CC9)(C(C(C8N6C)(C(=O)OC)O)OC(=O)C)CC)OC)C(=O)OC)O.OS(=O)(=O)O. Drug 2: CN(CC1=CN=C2C(=N1)C(=NC(=N2)N)N)C3=CC=C(C=C3)C(=O)NC(CCC(=O)O)C(=O)O. Cell line: ACHN. Synergy scores: CSS=19.1, Synergy_ZIP=-0.839, Synergy_Bliss=-2.00, Synergy_Loewe=-14.6, Synergy_HSA=-1.46. (8) Drug 1: CNC(=O)C1=NC=CC(=C1)OC2=CC=C(C=C2)NC(=O)NC3=CC(=C(C=C3)Cl)C(F)(F)F. Drug 2: CC12CCC3C(C1CCC2OP(=O)(O)O)CCC4=C3C=CC(=C4)OC(=O)N(CCCl)CCCl.[Na+]. Cell line: BT-549. Synergy scores: CSS=5.57, Synergy_ZIP=8.12, Synergy_Bliss=9.58, Synergy_Loewe=-3.68, Synergy_HSA=1.39.